This data is from Forward reaction prediction with 1.9M reactions from USPTO patents (1976-2016). The task is: Predict the product of the given reaction. (1) Given the reactants [CH3:1][C:2]1[CH:7]=C(C=C)[CH:5]=[CH:4][C:3]=1[N+:10]([O-:12])=[O:11].S([O-])([O-])=O.[Na+].[Na+].[C:19]([OH:23])(C)([CH3:21])[CH3:20].[OH2:24], predict the reaction product. The product is: [CH3:1][C:2]1[CH:7]=[C:20]([C@H:19]([OH:23])[CH2:21][OH:24])[CH:5]=[CH:4][C:3]=1[N+:10]([O-:12])=[O:11]. (2) Given the reactants [CH3:1][S:2][C:3]1[CH:4]=[C:5]([CH:17]=[CH:18][CH:19]=1)[O:6][C:7]1[N:15]=[CH:14][C:13]([F:16])=[CH:12][C:8]=1[C:9]([OH:11])=O.C(N(CC)CC)C.[NH2:27][C@H:28]1[CH2:33][CH2:32][CH2:31][C@H:30]([OH:34])[CH2:29]1.Cl.CN(C)CCCN=C=NCC.ON1C2C=CC=CC=2N=N1, predict the reaction product. The product is: [F:16][C:13]1[CH:14]=[N:15][C:7]([O:6][C:5]2[CH:17]=[CH:18][CH:19]=[C:3]([S:2][CH3:1])[CH:4]=2)=[C:8]([CH:12]=1)[C:9]([NH:27][C@H:28]1[CH2:33][CH2:32][CH2:31][C@H:30]([OH:34])[CH2:29]1)=[O:11]. (3) The product is: [CH2:6]([O:5][C:3](=[O:4])[C:2]([S:15][C:11]([CH3:12])([CH3:10])[CH2:13][CH3:14])([CH3:9])[CH3:8])[CH3:7]. Given the reactants Br[C:2]([CH3:9])([CH3:8])[C:3]([O:5][CH2:6][CH3:7])=[O:4].[CH3:10][C:11]([SH:15])([CH2:13][CH3:14])[CH3:12].[OH-].[K+], predict the reaction product. (4) Given the reactants [CH2:1]([C:7]1([CH2:25][CH2:26][CH2:27][CH2:28][CH2:29][CH3:30])[C:19]2[CH:18]=[C:17]3[C:20](=[O:24])[CH:21]([CH3:23])[CH2:22][C:16]3=[CH:15][C:14]=2[C:13]2[C:8]1=[CH:9][CH:10]=[CH:11][CH:12]=2)[CH2:2][CH2:3][CH2:4][CH2:5][CH3:6].C(O)C.[BH4-].[Na+], predict the reaction product. The product is: [CH2:25]([C:7]1([CH2:1][CH2:2][CH2:3][CH2:4][CH2:5][CH3:6])[C:19]2[CH:18]=[C:17]3[CH:20]([OH:24])[CH:21]([CH3:23])[CH2:22][C:16]3=[CH:15][C:14]=2[C:13]2[C:8]1=[CH:9][CH:10]=[CH:11][CH:12]=2)[CH2:26][CH2:27][CH2:28][CH2:29][CH3:30]. (5) The product is: [NH2:1][C:2]1[N:7]=[C:6]([NH:8][C@H:9]([C:11]2[N:12]([C:28]3[CH:33]=[CH:32][CH:31]=[CH:30][CH:29]=3)[C:13](=[O:27])[C:14]3[C:19]([CH:20]=2)=[CH:18][CH:17]=[CH:16][C:15]=3[C:21]2[CH:22]=[N:23][N:24]([CH3:26])[CH:25]=2)[CH3:10])[C:5]([C:35]#[N:36])=[CH:4][N:3]=1. Given the reactants [NH2:1][C:2]1[N:7]=[C:6]([NH:8][C@H:9]([C:11]2[N:12]([C:28]3[CH:33]=[CH:32][CH:31]=[CH:30][CH:29]=3)[C:13](=[O:27])[C:14]3[C:19]([CH:20]=2)=[CH:18][CH:17]=[CH:16][C:15]=3[C:21]2[CH:22]=[N:23][N:24]([CH3:26])[CH:25]=2)[CH3:10])[C:5](I)=[CH:4][N:3]=1.[C-:35]#[N:36].[Na+].O, predict the reaction product. (6) Given the reactants Cl.[CH3:2][C@@H:3]1[C:12]2[CH2:11][O:10][B:9]3[O:13][C@H:14]([CH2:16][NH2:17])[CH:15]=[C:7]([C:8]=23)[CH:6]=[CH:5][O:4]1, predict the reaction product. The product is: [CH3:2][C@@H:3]1[C:12]2[CH2:11][O:10][B:9]3[O:13][C@H:14]([CH2:16][NH2:17])[CH:15]=[C:7]([C:8]=23)[CH:6]=[CH:5][O:4]1. (7) Given the reactants [CH3:1][O:2][C:3](=[O:16])[C:4]1[CH:9]=[CH:8][C:7]([O:10][CH3:11])=[C:6]([O:12][CH2:13][CH2:14]Cl)[CH:5]=1.[N-:17]=[N+:18]=[N-:19].[Na+].CCOC(C)=O, predict the reaction product. The product is: [CH3:1][O:2][C:3](=[O:16])[C:4]1[CH:9]=[CH:8][C:7]([O:10][CH3:11])=[C:6]([O:12][CH2:13][CH2:14][N:17]=[N+:18]=[N-:19])[CH:5]=1. (8) Given the reactants [CH3:1][C:2]1[CH:3]=[C:4]([CH:9]2[CH2:13][N:12]([N:14]([CH2:22][C:23]3[CH:28]=[CH:27][N:26]=[CH:25][CH:24]=3)C(=O)CC(C)(C)C)[C:11](=[O:29])[N:10]2[CH2:30][CH2:31][C:32]2[CH:37]=[CH:36][C:35]([O:38][CH3:39])=[CH:34][CH:33]=2)[CH:5]=[CH:6][C:7]=1[CH3:8].C([SiH](CC)CC)C.FC(F)(F)C(O)=O, predict the reaction product. The product is: [CH3:1][C:2]1[CH:3]=[C:4]([CH:9]2[CH2:13][N:12]([NH:14][CH2:22][C:23]3[CH:28]=[CH:27][N:26]=[CH:25][CH:24]=3)[C:11](=[O:29])[N:10]2[CH2:30][CH2:31][C:32]2[CH:33]=[CH:34][C:35]([O:38][CH3:39])=[CH:36][CH:37]=2)[CH:5]=[CH:6][C:7]=1[CH3:8]. (9) Given the reactants C[O:2][C:3](=[O:29])[CH2:4][CH2:5][CH2:6][N:7]1C[CH2:11][CH2:10][CH2:9][C@@H:8]1[CH2:13][O:14][C:15]1[CH:20]=[CH:19][C:18]([CH2:21][C:22]2[CH:27]=[CH:26][C:25]([Cl:28])=[CH:24][CH:23]=2)=[CH:17][CH:16]=1.CO, predict the reaction product. The product is: [Cl:28][C:25]1[CH:24]=[CH:23][C:22]([CH2:21][C:18]2[CH:17]=[CH:16][C:15]([O:14][CH2:13][C@H:8]3[CH2:9][CH2:10][CH2:11][N:7]3[CH2:6][CH2:5][CH2:4][C:3]([OH:2])=[O:29])=[CH:20][CH:19]=2)=[CH:27][CH:26]=1.